This data is from Forward reaction prediction with 1.9M reactions from USPTO patents (1976-2016). The task is: Predict the product of the given reaction. (1) Given the reactants Cl[S:2]([C:5]1[CH:6]=[CH:7][C:8]([F:14])=[C:9]([CH:13]=1)[C:10]([OH:12])=[O:11])(=[O:4])=[O:3].[CH:15]([NH2:19])([CH2:17][CH3:18])[CH3:16].CCN(C(C)C)C(C)C, predict the reaction product. The product is: [CH:15]([NH:19][S:2]([C:5]1[CH:6]=[CH:7][C:8]([F:14])=[C:9]([CH:13]=1)[C:10]([OH:12])=[O:11])(=[O:4])=[O:3])([CH2:17][CH3:18])[CH3:16]. (2) Given the reactants [C:1](Cl)(=O)[C:2]([Cl:4])=[O:3].[Cl:7][S:8]([C:11]1[CH:19]=[CH:18]C(C(O)=O)=[CH:13][CH:12]=1)(=[O:10])=[O:9].CN(C=O)C, predict the reaction product. The product is: [Cl:7][S:8]([C:11]1[CH:19]=[CH:18][C:1]([C:2]([Cl:4])=[O:3])=[CH:13][CH:12]=1)(=[O:10])=[O:9]. (3) Given the reactants [Cl:1][C:2]1[N:7]=[C:6]([C:8]#[C:9][C:10]2[CH:15]=[CH:14][CH:13]=[CH:12][C:11]=2[C:16]2([C:19]([NH2:21])=[O:20])[CH2:18][CH2:17]2)[C:5]([CH3:22])=[CH:4][N:3]=1, predict the reaction product. The product is: [Cl:1][C:2]1[N:7]=[C:6]([CH2:8][CH2:9][C:10]2[CH:15]=[CH:14][CH:13]=[CH:12][C:11]=2[C:16]2([C:19]([NH2:21])=[O:20])[CH2:18][CH2:17]2)[C:5]([CH3:22])=[CH:4][N:3]=1. (4) Given the reactants [Cl:1][C:2]1[CH:11]=[CH:10][C:9]([C:12]([O:14][CH3:15])=[O:13])=[C:8]2[C:3]=1[C:4](=[O:16])[CH2:5][CH2:6][S:7]2.CO[CH:19](OC)[N:20]([CH3:22])[CH3:21], predict the reaction product. The product is: [Cl:1][C:2]1[CH:11]=[CH:10][C:9]([C:12]([O:14][CH3:15])=[O:13])=[C:8]2[C:3]=1[C:4](=[O:16])[C:5](=[CH:19][N:20]([CH3:22])[CH3:21])[CH2:6][S:7]2. (5) Given the reactants [CH3:1][O:2][C@H:3]1[CH2:8][CH2:7][C@H:6]([O:9][C:10]2[C:15]([NH:16][C:17]3[C:18]4[C:25]([CH3:26])=[C:24]([C:27]([OH:29])=O)[S:23][C:19]=4[N:20]=[CH:21][N:22]=3)=[CH:14][CH:13]=[CH:12][N:11]=2)[CH2:5][CH2:4]1.N.CN(C(O[N:46]1N=[N:46][C:41]2[CH:42]=[CH:43][CH:43]=[CH:42][C:41]1=2)=[N+](C)C)C.[B-](F)(F)(F)F.[CH3:53][N:54](C=O)[CH3:55], predict the reaction product. The product is: [CH3:53][N:54]([CH3:55])[CH2:43][CH2:42][CH2:41][NH:46][C:27]([C:24]1[S:23][C:19]2[N:20]=[CH:21][N:22]=[C:17]([NH:16][C:15]3[C:10]([O:9][C@H:6]4[CH2:5][CH2:4][C@H:3]([O:2][CH3:1])[CH2:8][CH2:7]4)=[N:11][CH:12]=[CH:13][CH:14]=3)[C:18]=2[C:25]=1[CH3:26])=[O:29]. (6) Given the reactants [Br:1][C:2]1[CH:3]=[C:4]([N:12]2[CH2:17][CH2:16][CH2:15][CH2:14][CH:13]2[CH3:18])[C:5]([CH3:11])=[C:6]([CH:10]=1)[C:7]([OH:9])=O.Cl.[NH2:20][CH2:21][C:22]1[C:23](=[O:30])[NH:24][C:25]([CH3:29])=[CH:26][C:27]=1[CH3:28].C1C=NC2N(O)N=NC=2C=1.CN1CCOCC1.C(Cl)CCl, predict the reaction product. The product is: [Br:1][C:2]1[CH:3]=[C:4]([N:12]2[CH2:17][CH2:16][CH2:15][CH2:14][CH:13]2[CH3:18])[C:5]([CH3:11])=[C:6]([CH:10]=1)[C:7]([NH:20][CH2:21][C:22]1[C:23](=[O:30])[NH:24][C:25]([CH3:29])=[CH:26][C:27]=1[CH3:28])=[O:9]. (7) Given the reactants I[C:2]1[C:10]2[C:5](=[N:6][CH:7]=[N:8][C:9]=2[NH2:11])[N:4]([CH:12]2[CH2:17][CH2:16][N:15]([CH3:18])[CH2:14][CH2:13]2)[N:3]=1.[CH3:19][C:20]1[CH:21]=[C:22]([CH3:45])[C:23]2[O:27][C:26]([NH:28][C:29]3[CH:34]=[CH:33][C:32](B4OC(C)(C)C(C)(C)O4)=[CH:31][CH:30]=3)=[N:25][C:24]=2[CH:44]=1.C(=O)([O-])[O-].[Na+].[Na+], predict the reaction product. The product is: [NH2:11][C:9]1[N:8]=[CH:7][N:6]=[C:5]2[N:4]([CH:12]3[CH2:17][CH2:16][N:15]([CH3:18])[CH2:14][CH2:13]3)[N:3]=[C:2]([C:32]3[CH:31]=[CH:30][C:29]([NH:28][C:26]4[O:27][C:23]5[C:22]([CH3:45])=[CH:21][C:20]([CH3:19])=[CH:44][C:24]=5[N:25]=4)=[CH:34][CH:33]=3)[C:10]=12. (8) Given the reactants [CH2:1]([O:3][C:4]1[CH:5]=[C:6]([CH:27]=[C:28]([O:31][CH2:32][CH3:33])[C:29]=1[F:30])[CH2:7][N:8]1[CH2:13][CH2:12][CH:11]([NH:14][C:15]2[O:16][C:17]3[C:23]([N+:24]([O-])=O)=[CH:22][CH:21]=[CH:20][C:18]=3[N:19]=2)[CH2:10][CH2:9]1)[CH3:2].CO, predict the reaction product. The product is: [CH2:1]([O:3][C:4]1[CH:5]=[C:6]([CH:27]=[C:28]([O:31][CH2:32][CH3:33])[C:29]=1[F:30])[CH2:7][N:8]1[CH2:13][CH2:12][CH:11]([NH:14][C:15]2[O:16][C:17]3[C:23]([NH2:24])=[CH:22][CH:21]=[CH:20][C:18]=3[N:19]=2)[CH2:10][CH2:9]1)[CH3:2].